From a dataset of Reaction yield outcomes from USPTO patents with 853,638 reactions. Predict the reaction yield, written as a fraction of the theoretical maximum amount of product (1.0 means a 100% yield; for example, 0.34 means a 34% yield). (1) The reactants are BrC1C=C[C:5](NCC(OC)=O)=[N:6]C=1.[F:14][C:15]1[CH:23]=[CH:22][CH:21]=[C:20]2[C:16]=1[C:17]([CH:25]=O)=[CH:18][N:19]2[CH3:24].CN1C2C(=CC=CC=2)C(C)=C1C=O. No catalyst specified. The product is [F:14][C:15]1[CH:23]=[CH:22][CH:21]=[C:20]2[C:16]=1[C:17]([CH2:25][NH:6][CH3:5])=[CH:18][N:19]2[CH3:24]. The yield is 0.770. (2) The reactants are [NH:1]1[CH2:6][CH2:5][CH:4]([O:7][C:8]2[CH:9]=[CH:10][C:11]3[N:15]=[CH:14][N:13]([C:16]4[S:20][C:19]([C:21]([O:23][CH3:24])=[O:22])=[C:18]([O:25][C@@H:26]([C:28]5[CH:33]=[CH:32][CH:31]=[CH:30][C:29]=5[C:34]([F:37])([F:36])[F:35])[CH3:27])[CH:17]=4)[C:12]=3[CH:38]=2)[CH2:3][CH2:2]1.[C:39](O)(=O)C.C(O[BH-](OC(=O)C)OC(=O)C)(=O)C.[Na+]. The catalyst is C(Cl)Cl.CO.O. The product is [CH3:39][N:1]1[CH2:2][CH2:3][CH:4]([O:7][C:8]2[CH:9]=[CH:10][C:11]3[N:15]=[CH:14][N:13]([C:16]4[S:20][C:19]([C:21]([O:23][CH3:24])=[O:22])=[C:18]([O:25][C@@H:26]([C:28]5[CH:33]=[CH:32][CH:31]=[CH:30][C:29]=5[C:34]([F:37])([F:35])[F:36])[CH3:27])[CH:17]=4)[C:12]=3[CH:38]=2)[CH2:5][CH2:6]1. The yield is 0.730. (3) The reactants are [CH:1]1([C:4]2[C:13]3[C:8](=[CH:9][CH:10]=[CH:11][CH:12]=3)[C:7]([N+:14]([O-])=O)=[CH:6][CH:5]=2)[CH2:3][CH2:2]1. The catalyst is C(O)C.[Pd]. The product is [NH2:14][C:7]1[C:8]2[C:13](=[CH:12][CH:11]=[CH:10][CH:9]=2)[C:4]([CH:1]2[CH2:3][CH2:2]2)=[CH:5][CH:6]=1. The yield is 0.730. (4) The reactants are [CH3:1][O:2][C:3]1[CH:4]=[C:5]2[C:9](=[CH:10][CH:11]=1)[N:8]([CH3:12])[CH:7]=[C:6]2[C:13]1[N:23]([CH2:24][O:25][CH2:26][CH2:27][Si:28]([CH3:31])([CH3:30])[CH3:29])[C:16]2=[N:17][CH:18]=[C:19]([CH2:21][NH2:22])[N:20]=[C:15]2[CH:14]=1.N1C=CC=CC=1.[C:38](Cl)(=[O:45])[C:39]1[CH:44]=[CH:43][CH:42]=[CH:41][CH:40]=1. The catalyst is C1COCC1.C([O-])([O-])=O.[Na+].[Na+]. The product is [CH3:1][O:2][C:3]1[CH:4]=[C:5]2[C:9](=[CH:10][CH:11]=1)[N:8]([CH3:12])[CH:7]=[C:6]2[C:13]1[N:23]([CH2:24][O:25][CH2:26][CH2:27][Si:28]([CH3:30])([CH3:29])[CH3:31])[C:16]2=[N:17][CH:18]=[C:19]([CH2:21][NH:22][C:38](=[O:45])[C:39]3[CH:44]=[CH:43][CH:42]=[CH:41][CH:40]=3)[N:20]=[C:15]2[CH:14]=1. The yield is 1.00. (5) The reactants are [O:1]1[C:5]2[CH:6]=[CH:7][C:8]([C:10]3[S:11][CH:12]=[C:13]([C:15]([OH:17])=O)[N:14]=3)=[CH:9][C:4]=2[CH2:3][CH2:2]1.[NH2:18][C:19]1[NH:23][C:22]2[CH:24]=[CH:25][C:26]([C:28]([N:30]3[CH2:35][CH2:34][O:33][CH2:32][CH2:31]3)=[O:29])=[CH:27][C:21]=2[N:20]=1.F[P-](F)(F)(F)(F)F.N1(OC(N(C)C)=[N+](C)C)C2C=CC=CC=2N=N1.C(N(CC)C(C)C)(C)C. The catalyst is CN(C)C=O.CN(C)C1C=CN=CC=1. The product is [O:1]1[C:5]2[CH:6]=[CH:7][C:8]([C:10]3[S:11][CH:12]=[C:13]([C:15]([NH:18][C:19]4[NH:23][C:22]5[CH:24]=[CH:25][C:26]([C:28]([N:30]6[CH2:35][CH2:34][O:33][CH2:32][CH2:31]6)=[O:29])=[CH:27][C:21]=5[N:20]=4)=[O:17])[N:14]=3)=[CH:9][C:4]=2[CH2:3][CH2:2]1. The yield is 0.360. (6) The reactants are [OH:1][C:2]1[CH:11]=[C:10]2[C:5]([CH2:6][CH:7]([C:12]([O:14][C:15]([CH3:18])([CH3:17])[CH3:16])=[O:13])[CH2:8][O:9]2)=[CH:4][CH:3]=1.C(=O)([O-])[O-].[K+].[K+].[Br:25][C:26]1[CH:31]=[CH:30][C:29]([C:32]2[O:33][C:34]([CH3:39])=[C:35]([CH2:37]Cl)[N:36]=2)=[CH:28][CH:27]=1. The catalyst is O. The product is [C:15]([O:14][C:12]([CH:7]1[CH2:6][C:5]2[C:10](=[CH:11][C:2]([O:1][CH2:37][C:35]3[N:36]=[C:32]([C:29]4[CH:30]=[CH:31][C:26]([Br:25])=[CH:27][CH:28]=4)[O:33][C:34]=3[CH3:39])=[CH:3][CH:4]=2)[O:9][CH2:8]1)=[O:13])([CH3:18])([CH3:17])[CH3:16]. The yield is 0.774. (7) The reactants are [Cl:1][C:2]1[CH:27]=[CH:26][C:5]([CH2:6][N:7]2[C:16]3[C:11](=[CH:12][CH:13]=[CH:14][CH:15]=3)[C:10]([CH:17]=[C:18]3[S:22][C:21](=[O:23])[NH:20][C:19]3=[O:24])=[CH:9][C:8]2=[O:25])=[CH:4][CH:3]=1.CC1NC(C)=C(C(OCC)=O)CC=1C(OCC)=O. The catalyst is C1(C)C=CC=CC=1. The product is [Cl:1][C:2]1[CH:3]=[CH:4][C:5]([CH2:6][N:7]2[C:16]3[C:11](=[CH:12][CH:13]=[CH:14][CH:15]=3)[C:10]([CH2:17][CH:18]3[S:22][C:21](=[O:23])[NH:20][C:19]3=[O:24])=[CH:9][C:8]2=[O:25])=[CH:26][CH:27]=1. The yield is 0.910. (8) The reactants are [CH2:1]([NH2:13])[CH2:2][CH2:3][CH2:4][CH2:5][CH2:6][CH2:7][CH2:8][CH2:9][CH2:10][CH2:11][CH3:12].[Li]CCCC.C([O:21][C:22](=O)[C:23]1[CH:28]=[C:27]([C:29]2[CH:34]=[CH:33][C:32]([F:35])=[C:31]([Cl:36])[CH:30]=2)[C:26]([O:37][CH2:38][CH2:39][OH:40])=[C:25]([Br:41])[CH:24]=1)C. The catalyst is C1COCC1.O.Cl. The product is [CH2:1]([NH:13][C:22](=[O:21])[C:23]1[CH:28]=[C:27]([C:29]2[CH:34]=[CH:33][C:32]([F:35])=[C:31]([Cl:36])[CH:30]=2)[C:26]([O:37][CH2:38][CH2:39][OH:40])=[C:25]([Br:41])[CH:24]=1)[CH2:2][CH2:3][CH2:4][CH2:5][CH2:6][CH2:7][CH2:8][CH2:9][CH2:10][CH2:11][CH3:12]. The yield is 0.580. (9) The reactants are [CH2:1]([N:5](CCCC)CCCC)[CH2:2]CC.[CH:14]1[CH:19]=[C:18]2[CH:20]([CH2:27][O:28]C(NCC(O)=O)=O)[C:21]3[C:26]([C:17]2=[CH:16][CH:15]=1)=[CH:25][CH:24]=[CH:23][CH:22]=3.ClC(OCC(C)C)=[O:38].[NH2:44][C@H:45]1[CH2:68][CH2:67][C@@:66]2([CH3:69])[C@H:47]([CH2:48][CH2:49][C@@H:50]3[C@@H:65]2[CH2:64][C@H:63]([OH:70])[C@@:62]2([CH3:71])[C@H:51]3[CH2:52][CH2:53][C@@H:54]2[C@H:55]([CH3:61])[CH2:56][CH2:57][C:58]([OH:60])=[O:59])[CH2:46]1. The catalyst is C1COCC1.CN(C=O)C. The product is [CH:22]1[C:21]2[CH:20]([CH2:27][O:28][NH:5][CH2:1][C:2]([NH:44][C@H:45]3[CH2:68][CH2:67][C@@:66]4([CH3:69])[C@H:47]([CH2:48][CH2:49][C@@H:50]5[C@@H:65]4[CH2:64][CH:63]([OH:70])[C@@:62]4([CH3:71])[C@H:51]5[CH2:52][CH2:53][C@@H:54]4[C@H:55]([CH3:61])[CH2:56][CH2:57][C:58]([OH:60])=[O:59])[CH2:46]3)=[O:38])[C:18]3[C:17](=[CH:16][CH:15]=[CH:14][CH:19]=3)[C:26]=2[CH:25]=[CH:24][CH:23]=1. The yield is 0.310. (10) The reactants are [C:1]1([C@@H:7]([NH:9][C:10]2[N:15]=[C:14]([N:16]3[C:20]4[CH:21]=[CH:22][C:23]([NH2:25])=[CH:24][C:19]=4[N:18]=[CH:17]3)[CH:13]=[N:12][CH:11]=2)[CH3:8])[CH:6]=[CH:5][CH:4]=[CH:3][CH:2]=1.[N:26]1[CH:31]=[CH:30][N:29]=[CH:28][C:27]=1[C:32](Cl)=[O:33]. No catalyst specified. The product is [C:1]1([C@@H:7]([NH:9][C:10]2[N:15]=[C:14]([N:16]3[C:20]4[CH:21]=[CH:22][C:23]([NH:25][C:32]([C:27]5[CH:28]=[N:29][CH:30]=[CH:31][N:26]=5)=[O:33])=[CH:24][C:19]=4[N:18]=[CH:17]3)[CH:13]=[N:12][CH:11]=2)[CH3:8])[CH:6]=[CH:5][CH:4]=[CH:3][CH:2]=1. The yield is 0.550.